From a dataset of Peptide-MHC class I binding affinity with 185,985 pairs from IEDB/IMGT. Regression. Given a peptide amino acid sequence and an MHC pseudo amino acid sequence, predict their binding affinity value. This is MHC class I binding data. The peptide sequence is DHQAAFQYI. The MHC is HLA-A26:01 with pseudo-sequence HLA-A26:01. The binding affinity (normalized) is 0.754.